From a dataset of TCR-epitope binding with 47,182 pairs between 192 epitopes and 23,139 TCRs. Binary Classification. Given a T-cell receptor sequence (or CDR3 region) and an epitope sequence, predict whether binding occurs between them. (1) The epitope is LEPLVDLPI. The TCR CDR3 sequence is CSASHPGQGILYSNEQYF. Result: 1 (the TCR binds to the epitope). (2) The epitope is RQLLFVVEV. The TCR CDR3 sequence is CASSPEAYNEQFF. Result: 1 (the TCR binds to the epitope).